This data is from Forward reaction prediction with 1.9M reactions from USPTO patents (1976-2016). The task is: Predict the product of the given reaction. (1) Given the reactants Br[C:2]1[C:3]([CH3:22])=[N:4][N:5]([CH2:14][CH2:15][C:16]2[CH:21]=[CH:20][CH:19]=[CH:18][CH:17]=2)[C:6]=1[C:7]1[CH:12]=[CH:11][C:10]([F:13])=[CH:9][CH:8]=1.CC1(C)C(C)(C)OB([C:31]2[CH:32]=[CH:33][C:34]3[O:39][CH2:38][C:37](=[O:40])[NH:36][C:35]=3[CH:41]=2)O1.C(=O)([O-])[O-].[Cs+].[Cs+], predict the reaction product. The product is: [F:13][C:10]1[CH:11]=[CH:12][C:7]([C:6]2[N:5]([CH2:14][CH2:15][C:16]3[CH:21]=[CH:20][CH:19]=[CH:18][CH:17]=3)[N:4]=[C:3]([CH3:22])[C:2]=2[C:31]2[CH:32]=[CH:33][C:34]3[O:39][CH2:38][C:37](=[O:40])[NH:36][C:35]=3[CH:41]=2)=[CH:8][CH:9]=1. (2) Given the reactants [O:1]=[C:2]1[C@@H:6]([NH:7][C:8]([N:10]2[CH:14]=[CH:13]N=[CH:11]2)=[O:9])[CH2:5][CH2:4][O:3]1.S([C:19]1[CH:25]=CC(C)=[CH:21][CH:20]=1)(O)(=O)=O.CNCCCCC=C, predict the reaction product. The product is: [CH2:14]([N:10]([CH3:11])[C:8]([NH:7][C@H:6]1[CH2:5][CH2:4][O:3][C:2]1=[O:1])=[O:9])[CH2:13][CH2:21][CH2:20][CH:19]=[CH2:25]. (3) Given the reactants C[O:2][C:3]1[N:4]=[N:5][C:6]([C:15]2[N:20]=[CH:19][CH:18]=[CH:17][N:16]=2)=[CH:7][C:8]=1[C:9]1[CH:14]=[CH:13][CH:12]=[CH:11][CH:10]=1.[OH-].[Na+], predict the reaction product. The product is: [C:9]1([C:8]2[C:3](=[O:2])[NH:4][N:5]=[C:6]([C:15]3[N:16]=[CH:17][CH:18]=[CH:19][N:20]=3)[CH:7]=2)[CH:14]=[CH:13][CH:12]=[CH:11][CH:10]=1. (4) Given the reactants [Cl:1][C:2]1[CH:7]=[CH:6][C:5]([C:8]([C:15]2[CH:16]=[C:17]3[C:22](=[CH:23][CH:24]=2)[N:21]=[CH:20][CH:19]=[C:18]3Cl)([C:10]2[N:11]=[CH:12][S:13][CH:14]=2)[OH:9])=[CH:4][CH:3]=1.[CH:26](/B(O)O)=[CH:27]\[C:28]1[CH:33]=[CH:32][CH:31]=[CH:30][CH:29]=1.COC1C=CC=C(OC)C=1C1C=CC=CC=1P(C1CCCCC1)C1CCCCC1.[O-]P([O-])([O-])=O.[K+].[K+].[K+].O, predict the reaction product. The product is: [Cl:1][C:2]1[CH:7]=[CH:6][C:5]([C:8]([C:15]2[CH:16]=[C:17]3[C:22](=[CH:23][CH:24]=2)[N:21]=[CH:20][CH:19]=[C:18]3/[CH:26]=[CH:27]\[C:28]2[CH:33]=[CH:32][CH:31]=[CH:30][CH:29]=2)([C:10]2[N:11]=[CH:12][S:13][CH:14]=2)[OH:9])=[CH:4][CH:3]=1. (5) Given the reactants [C:1]1([CH:7]([CH3:29])[CH2:8]/[CH:9]=[CH:10]\[C:11]2[N:12]=[C:13]([CH:16]3[CH2:21][CH2:20][N:19]([C:22]([O:24][C:25]([CH3:28])([CH3:27])[CH3:26])=[O:23])[CH2:18][CH2:17]3)[S:14][CH:15]=2)[CH:6]=[CH:5][CH:4]=[CH:3][CH:2]=1, predict the reaction product. The product is: [C:1]1([CH:7]([CH3:29])[CH2:8][CH2:9][CH2:10][C:11]2[N:12]=[C:13]([CH:16]3[CH2:21][CH2:20][N:19]([C:22]([O:24][C:25]([CH3:28])([CH3:27])[CH3:26])=[O:23])[CH2:18][CH2:17]3)[S:14][CH:15]=2)[CH:2]=[CH:3][CH:4]=[CH:5][CH:6]=1. (6) Given the reactants C([O:4][C:5]1[CH:14]=[CH:13][C:8]2[O:9][CH2:10][CH2:11][O:12][C:7]=2[CH:6]=1)(=O)C.[OH-].[Na+].CCOC(C)=O, predict the reaction product. The product is: [O:9]1[C:8]2[CH:13]=[CH:14][C:5]([OH:4])=[CH:6][C:7]=2[O:12][CH2:11][CH2:10]1. (7) Given the reactants [CH3:1][O:2][C:3](=[O:32])[CH2:4][O:5][C:6]1[CH:11]=[CH:10][C:9]([CH2:12][N:13]2[C:17]3[CH:18]=[C:19]([F:23])[C:20]([F:22])=[CH:21][C:16]=3[N:15]=[C:14]2[C:24]2[CH:29]=[CH:28][C:27]([Cl:30])=[CH:26][C:25]=2[OH:31])=[CH:8][CH:7]=1.Br[CH2:34][CH:35]1[CH2:39][CH2:38][CH2:37][CH2:36]1, predict the reaction product. The product is: [CH3:1][O:2][C:3](=[O:32])[CH2:4][O:5][C:6]1[CH:11]=[CH:10][C:9]([CH2:12][N:13]2[C:17]3[CH:18]=[C:19]([F:23])[C:20]([F:22])=[CH:21][C:16]=3[N:15]=[C:14]2[C:24]2[CH:29]=[CH:28][C:27]([Cl:30])=[CH:26][C:25]=2[O:31][CH2:34][CH:35]2[CH2:39][CH2:38][CH2:37][CH2:36]2)=[CH:8][CH:7]=1. (8) Given the reactants [CH3:1][O:2][C:3]1[CH:8]=[CH:7][C:6]([CH2:9][NH2:10])=[CH:5][CH:4]=1.[C:11]([O:20][CH3:21])(=[O:19])[C:12]([CH2:14][C:15](OC)=[O:16])=[CH2:13], predict the reaction product. The product is: [CH3:1][O:2][C:3]1[CH:8]=[CH:7][C:6]([CH2:9][N:10]2[C:15](=[O:16])[CH2:14][CH:12]([C:11]([O:20][CH3:21])=[O:19])[CH2:13]2)=[CH:5][CH:4]=1. (9) Given the reactants N1C(=O)C2N(C)C=NC=2N(C)[C:2]1=O.CCN(C1C=CC=CC=1)CC.[Cl:25][C:26]1[N:34]=[C:33]2[C:29]([NH:30][CH:31]=[N:32]2)=[C:28]([Cl:35])[N:27]=1.[I:36][CH3:37].[H-].[Na+], predict the reaction product. The product is: [Cl:25][C:26]1[N:34]=[C:33]2[C:29]([N:30]([CH3:2])[CH:31]=[N:32]2)=[C:28]([Cl:35])[N:27]=1.[I:36][CH3:37]. (10) Given the reactants [N+:1]([C:4]1[CH:9]=[C:8]([O:10][C:11]2[N:16]=[C:15]([C:17]3[CH:18]=[N:19][CH:20]=[CH:21][CH:22]=3)[CH:14]=[CH:13][N:12]=2)[CH:7]=[CH:6][C:5]=1[NH2:23])([O-])=O, predict the reaction product. The product is: [N:19]1[CH:20]=[CH:21][CH:22]=[C:17]([C:15]2[CH:14]=[CH:13][N:12]=[C:11]([O:10][C:8]3[CH:9]=[C:4]([NH2:1])[C:5]([NH2:23])=[CH:6][CH:7]=3)[N:16]=2)[CH:18]=1.